From a dataset of Reaction yield outcomes from USPTO patents with 853,638 reactions. Predict the reaction yield, written as a fraction of the theoretical maximum amount of product (1.0 means a 100% yield; for example, 0.34 means a 34% yield). (1) The reactants are [CH3:1][C:2]1[CH:9]=[CH:8][CH:7]=[CH:6][C:3]=1[CH2:4]Cl.[I-].[Na+].[NH2:12][C:13]1[C:21]2[N:20]=[C:19]([CH3:22])[N:18]([CH3:23])[C:17]=2[CH:16]=[C:15]([Br:24])[CH:14]=1.C(=O)([O-])[O-].[K+].[K+]. The catalyst is CC(C)=O. The product is [Br:24][C:15]1[CH:14]=[C:13]([NH:12][CH2:4][C:3]2[CH:6]=[CH:7][CH:8]=[CH:9][C:2]=2[CH3:1])[C:21]2[N:20]=[C:19]([CH3:22])[N:18]([CH3:23])[C:17]=2[CH:16]=1. The yield is 0.610. (2) The reactants are [F:1][C:2]([F:7])([F:6])[C:3]([OH:5])=[O:4].[F:8][C:9]([F:14])([F:13])[C:10]([OH:12])=[O:11].FC(F)(F)C(O)=O.[Cl:22][C:23]1[CH:24]=[N:25][C:26]2[NH:27][C:28]3[CH:29]=[N:30][CH:31]=[C:32]([CH:54]=3)[CH2:33][CH2:34][C:35]3[CH:43]=[C:39]([NH:40][C:41]=1[N:42]=2)[CH:38]=[CH:37][C:36]=3[O:44][CH2:45][C:46](=[O:53])[N:47]1[CH2:52][CH2:51][NH:50][CH2:49][CH2:48]1.[CH3:55][N:56]=[C:57]=[O:58]. No catalyst specified. The product is [F:1][C:2]([F:7])([F:6])[C:3]([OH:5])=[O:4].[F:8][C:9]([F:14])([F:13])[C:10]([OH:12])=[O:11].[Cl:22][C:23]1[CH:24]=[N:25][C:26]2[NH:27][C:28]3[CH:29]=[N:30][CH:31]=[C:32]([CH:54]=3)[CH2:33][CH2:34][C:35]3[CH:43]=[C:39]([NH:40][C:41]=1[N:42]=2)[CH:38]=[CH:37][C:36]=3[O:44][CH2:45][C:46]([N:47]1[CH2:52][CH2:51][N:50]([C:57]([NH:56][CH3:55])=[O:58])[CH2:49][CH2:48]1)=[O:53]. The yield is 0.700. (3) The reactants are [Cl:1][C:2]1[CH:10]=[C:9]2[C:5]([C@@:6]3([C:19]4([CH2:24][CH2:23][C:22]([CH3:26])([CH3:25])[CH2:21][CH2:20]4)[N:18]4[C@@H:13]([C:14](=[O:39])[O:15][C@@H:16]([C:33]5[CH:38]=[CH:37][CH:36]=[CH:35][CH:34]=5)[C@H:17]4[C:27]4[CH:32]=[CH:31][CH:30]=[CH:29][CH:28]=4)[C@@H:12]3[C:40]3[CH:45]=[CH:44][CH:43]=[C:42]([Cl:46])[C:41]=3[F:47])[C:7](=[O:11])[NH:8]2)=[CH:4][CH:3]=1.[NH2:48][CH2:49][CH2:50][C@H:51]([OH:54])[CH2:52][OH:53]. No catalyst specified. The product is [Cl:1][C:2]1[CH:10]=[C:9]2[C:5]([C:6]3([C@@H:12]([C:40]4[CH:45]=[CH:44][CH:43]=[C:42]([Cl:46])[C:41]=4[F:47])[C@H:13]([C:14]([NH:48][CH2:49][CH2:50][C@H:51]([OH:54])[CH2:52][OH:53])=[O:39])[N:18]([C@H:17]([C:27]4[CH:28]=[CH:29][CH:30]=[CH:31][CH:32]=4)[C@@H:16]([OH:15])[C:33]4[CH:34]=[CH:35][CH:36]=[CH:37][CH:38]=4)[C:19]43[CH2:20][CH2:21][C:22]([CH3:26])([CH3:25])[CH2:23][CH2:24]4)[C:7](=[O:11])[NH:8]2)=[CH:4][CH:3]=1. The yield is 0.550. (4) The reactants are Cl.O1CCOCC1.Cl[C:9]1[N:14]=[C:13]([NH:15][C:16]2[CH:25]=[CH:24][CH:23]=[CH:22][C:17]=2[C:18]([NH:20][CH3:21])=[O:19])[C:12]([Cl:26])=[CH:11][N:10]=1.[CH2:27]([N:29]1[CH:38]2[CH2:39][CH2:40][CH:30]1[C:31]1[CH:32]=[C:33]([NH2:41])[CH:34]=[CH:35][C:36]=1[CH2:37]2)[CH3:28].C(=O)([O-])[O-]. The catalyst is COCCO. The product is [Cl:26][C:12]1[C:13]([NH:15][C:16]2[CH:25]=[CH:24][CH:23]=[CH:22][C:17]=2[C:18]([NH:20][CH3:21])=[O:19])=[N:14][C:9]([NH:41][C:33]2[CH:34]=[CH:35][C:36]3[CH2:37][CH:38]4[N:29]([CH2:27][CH3:28])[CH:30]([CH2:40][CH2:39]4)[C:31]=3[CH:32]=2)=[N:10][CH:11]=1. The yield is 0.110. (5) The reactants are [CH3:1][C:2]1[CH:7]=[C:6]([CH3:8])[CH:5]=[C:4]([CH3:9])[C:3]=1[N:10]=[C:11]=[O:12].[NH2:13][C:14]1[CH:15]=[C:16]([C:35]2[CH:40]=[CH:39][C:38]([F:41])=[C:37]([F:42])[CH:36]=2)[CH:17]=[CH:18][C:19]=1[C:20]([NH:22][C:23]1([C:31]([O:33][CH3:34])=[O:32])[CH2:30][CH2:29][CH2:28][CH2:27][CH2:26][CH2:25][CH2:24]1)=[O:21].CCCCCC.C(OCC)(=O)C. The catalyst is N1C=CC=CC=1. The product is [F:42][C:37]1[CH:36]=[C:35]([C:16]2[CH:17]=[CH:18][C:19]([C:20]([NH:22][C:23]3([C:31]([O:33][CH3:34])=[O:32])[CH2:30][CH2:29][CH2:28][CH2:27][CH2:26][CH2:25][CH2:24]3)=[O:21])=[C:14]([NH:13][C:11]([NH:10][C:3]3[C:2]([CH3:1])=[CH:7][C:6]([CH3:8])=[CH:5][C:4]=3[CH3:9])=[O:12])[CH:15]=2)[CH:40]=[CH:39][C:38]=1[F:41]. The yield is 0.770. (6) The reactants are N[C:2]1[C:3]([Cl:8])=[N:4][CH:5]=[CH:6][CH:7]=1.N([O-])=O.[Na+].[S:13](=[O:15])=[O:14].[ClH:16]. No catalyst specified. The product is [Cl:8][C:3]1[C:2]([S:13]([Cl:16])(=[O:15])=[O:14])=[CH:7][CH:6]=[CH:5][N:4]=1. The yield is 0.420. (7) The reactants are [CH3:1][O:2][C:3]1[CH:4]=[C:5]2[C:14](=[CH:15][CH:16]=1)[CH:13](O)[CH:12]([C:18]1[CH:23]=[CH:22][C:21]([O:24][CH3:25])=[CH:20][CH:19]=1)[CH:11]1[CH:6]2[CH2:7][CH2:8][CH2:9][CH2:10]1.C1(C)C=CC(S(O)(=O)=O)=CC=1.C1C=CC=CC=1. The catalyst is C(OCC)(=O)C. The product is [CH3:1][O:2][C:3]1[CH:4]=[C:5]2[C:14](=[CH:15][CH:16]=1)[CH:13]=[C:12]([C:18]1[CH:23]=[CH:22][C:21]([O:24][CH3:25])=[CH:20][CH:19]=1)[CH:11]1[CH:6]2[CH2:7][CH2:8][CH2:9][CH2:10]1. The yield is 0.850. (8) The reactants are [CH3:1][C:2]1[CH:3]=[CH:4][CH:5]=[C:6]2[C:10]=1[N:9]([CH2:11][CH2:12][N:13]1[CH2:18][CH2:17][O:16][CH2:15][CH2:14]1)[CH:8]=[CH:7]2.[F:19][C:20]([F:31])([F:30])[C:21](O[C:21](=[O:22])[C:20]([F:31])([F:30])[F:19])=[O:22]. The catalyst is CN(C)C=O.O. The product is [F:19][C:20]([F:31])([F:30])[C:21]([C:7]1[C:6]2[C:10](=[C:2]([CH3:1])[CH:3]=[CH:4][CH:5]=2)[N:9]([CH2:11][CH2:12][N:13]2[CH2:18][CH2:17][O:16][CH2:15][CH2:14]2)[CH:8]=1)=[O:22]. The yield is 0.990. (9) The reactants are [Si:1]([O:18][C@@H:19]1[CH2:23][CH2:22][N:21]([C:24]2[CH:29]=[CH:28][C:27]([S:30]([NH:33][C:34]3[S:35][CH:36]=[CH:37][N:38]=3)(=[O:32])=[O:31])=[CH:26][CH:25]=2)[C:20]1=[O:39])([C:14]([CH3:17])([CH3:16])[CH3:15])([C:8]1[CH:13]=[CH:12][CH:11]=[CH:10][CH:9]=1)[C:2]1[CH:7]=[CH:6][CH:5]=[CH:4][CH:3]=1.[CH:40](N(CC)C(C)C)([CH3:42])[CH3:41].C(Br)C=C. The catalyst is C(Cl)Cl. The product is [CH2:42]([N:33]([C:34]1[S:35][CH:36]=[CH:37][N:38]=1)[S:30]([C:27]1[CH:28]=[CH:29][C:24]([N:21]2[CH2:22][CH2:23][C@@H:19]([O:18][Si:1]([C:14]([CH3:15])([CH3:17])[CH3:16])([C:2]3[CH:7]=[CH:6][CH:5]=[CH:4][CH:3]=3)[C:8]3[CH:9]=[CH:10][CH:11]=[CH:12][CH:13]=3)[C:20]2=[O:39])=[CH:25][CH:26]=1)(=[O:31])=[O:32])[CH:40]=[CH2:41]. The yield is 0.840. (10) The reactants are [Br:1][C:2]1[CH:3]=[C:4]2[C:9](=[CH:10][CH:11]=1)[CH:8]=[N:7][C:6]([NH2:12])=[CH:5]2.[CH3:13]OC(OC)N(C)C.C(O[BH-](OC(=O)C)OC(=O)C)(=O)C.[Na+]. The catalyst is CN(C)C=O. The product is [Br:1][C:2]1[CH:3]=[C:4]2[C:9](=[CH:10][CH:11]=1)[CH:8]=[N:7][C:6]([NH:12][CH3:13])=[CH:5]2. The yield is 0.430.